This data is from Full USPTO retrosynthesis dataset with 1.9M reactions from patents (1976-2016). The task is: Predict the reactants needed to synthesize the given product. Given the product [F:1][C:2]1[CH:7]=[CH:6][C:5]([NH2:8])=[CH:4][C:3]=1[SH:11], predict the reactants needed to synthesize it. The reactants are: [F:1][C:2]1[CH:7]=[CH:6][C:5]([N+:8]([O-])=O)=[CH:4][C:3]=1[S:11](Cl)(=O)=O.O.O.Cl[Sn]Cl.